From a dataset of Full USPTO retrosynthesis dataset with 1.9M reactions from patents (1976-2016). Predict the reactants needed to synthesize the given product. Given the product [C:1]([O:9][C@H:10]([C@@H:13]1[CH2:17][C@@H:16]([CH3:18])[CH:15]([OH:19])[O:14]1)[CH2:11][CH3:12])(=[O:8])[C:2]1[CH:7]=[CH:6][CH:5]=[CH:4][CH:3]=1, predict the reactants needed to synthesize it. The reactants are: [C:1]([O:9][C@H:10]([C@@H:13]1[CH2:17][C@@H:16]([CH3:18])[C:15](=[O:19])[O:14]1)[CH2:11][CH3:12])(=[O:8])[C:2]1[CH:7]=[CH:6][CH:5]=[CH:4][CH:3]=1.[H-].C([Al+]CC(C)C)C(C)C.